Task: Predict the reactants needed to synthesize the given product.. Dataset: Full USPTO retrosynthesis dataset with 1.9M reactions from patents (1976-2016) (1) Given the product [CH3:4][O:5][C:6]12[CH2:7][CH:8]3[CH2:14][CH:12]([CH2:11][CH:10]([C:9]3([CH3:1])[OH:16])[CH2:15]1)[CH2:13]2, predict the reactants needed to synthesize it. The reactants are: [CH3:1][Mg]I.[CH3:4][O:5][C:6]12[CH2:15][CH:10]3[CH2:11][CH:12]([CH2:14][CH:8]([C:9]3=[O:16])[CH2:7]1)[CH2:13]2. (2) Given the product [OH:3][C:4]1([CH3:33])[CH2:5][CH2:6][N:7]([C:10]2[N:15]=[C:14]([C:16]([NH:18][C:19]3[C:20]([CH3:31])=[CH:21][C:22]([C:23]([OH:25])=[O:24])=[CH:28][C:29]=3[CH3:30])=[O:17])[C:13]([CH3:32])=[CH:12][CH:11]=2)[CH2:8][CH2:9]1, predict the reactants needed to synthesize it. The reactants are: [OH-].[Na+].[OH:3][C:4]1([CH3:33])[CH2:9][CH2:8][N:7]([C:10]2[N:15]=[C:14]([C:16]([NH:18][C:19]3[C:29]([CH3:30])=[CH:28][C:22]([C:23]([O:25]CC)=[O:24])=[CH:21][C:20]=3[CH3:31])=[O:17])[C:13]([CH3:32])=[CH:12][CH:11]=2)[CH2:6][CH2:5]1.CO. (3) Given the product [CH2:12]([O:11][C:9]([N:1]1[CH2:8][CH2:7][CH2:6][C@H:2]1[C:3]1[O:5][N:34]=[C:33]([CH:35]2[CH2:37][CH2:36]2)[N:32]=1)=[O:10])[C:13]1[CH:18]=[CH:17][CH:16]=[CH:15][CH:14]=1, predict the reactants needed to synthesize it. The reactants are: [N:1]1([C:9]([O:11][CH2:12][C:13]2[CH:18]=[CH:17][CH:16]=[CH:15][CH:14]=2)=[O:10])[CH2:8][CH2:7][CH2:6][C@H:2]1[C:3]([OH:5])=O.C(N1C=CN=C1)(N1C=CN=C1)=O.O[NH:32][C:33]([CH:35]1[CH2:37][CH2:36]1)=[NH:34]. (4) Given the product [Cl:30][C:31]1[CH:36]=[CH:35][C:34]([NH:37][C:38]([NH:27][C:24]2[CH:25]=[CH:26][C:21]([N:1]3[C:9]4[C:4](=[C:5]([O:10][CH2:18][CH2:17][N:11]5[CH2:12][CH2:13][O:14][CH2:15][CH2:16]5)[CH:6]=[CH:7][CH:8]=4)[CH:3]=[CH:2]3)=[CH:22][CH:23]=2)=[O:39])=[CH:33][C:32]=1[C:40]([F:41])([F:42])[F:43], predict the reactants needed to synthesize it. The reactants are: [NH:1]1[C:9]2[CH:8]=[CH:7][CH:6]=[C:5]([OH:10])[C:4]=2[CH:3]=[CH:2]1.[N:11]1([CH2:17][CH2:18]O)[CH2:16][CH2:15][O:14][CH2:13][CH2:12]1.F[C:21]1[CH:26]=[CH:25][C:24]([N+:27]([O-])=O)=[CH:23][CH:22]=1.[Cl:30][C:31]1[CH:36]=[CH:35][C:34]([N:37]=[C:38]=[O:39])=[CH:33][C:32]=1[C:40]([F:43])([F:42])[F:41]. (5) Given the product [F:28][C:18]1[CH:17]=[C:16]([CH:11]2[C:10]([CH3:29])([CH3:30])[CH2:9][C:8]3[C:13](=[CH:14][CH:15]=[C:6]([C:4]([OH:5])=[O:3])[CH:7]=3)[NH:12]2)[CH:21]=[C:20]([N:22]2[CH2:27][CH2:26][NH:25][CH2:24][CH2:23]2)[CH:19]=1, predict the reactants needed to synthesize it. The reactants are: C([O:3][C:4]([C:6]1[CH:7]=[C:8]2[C:13](=[CH:14][CH:15]=1)[NH:12][CH:11]([C:16]1[CH:21]=[C:20]([N:22]3[CH2:27][CH2:26][NH:25][CH2:24][CH2:23]3)[CH:19]=[C:18]([F:28])[CH:17]=1)[C:10]([CH3:30])([CH3:29])[CH2:9]2)=[O:5])C.O.[OH-].[Li+].O.Cl. (6) Given the product [NH2:39][C@H:40]([C:41]([OH:43])=[O:42])[CH2:4][CH2:5][S:16][CH3:24], predict the reactants needed to synthesize it. The reactants are: [N+]([C:4]1C=C([N+]([O-])=O)C=C([N+]([O-])=O)[C:5]=1[S:16](O)(=O)=O)([O-])=O.S([O-])(O[CH2:24]CCCCCCCCCCC)(=O)=O.[Na+].Cl.[NH2:39][CH2:40][C:41]([OH:43])=[O:42]. (7) Given the product [F:1][C:2]1[CH:7]=[C:6]([C:8]2[CH:13]=[CH:12][CH:11]=[C:10]([CH3:14])[N:9]=2)[CH:5]=[CH:4][C:3]=1[CH2:15][N:16]1[CH2:17][CH2:18][NH:19][CH2:20][CH2:21]1, predict the reactants needed to synthesize it. The reactants are: [F:1][C:2]1[CH:7]=[C:6]([C:8]2[CH:13]=[CH:12][CH:11]=[C:10]([CH3:14])[N:9]=2)[CH:5]=[CH:4][C:3]=1[CH2:15][N:16]1[CH2:21][CH2:20][N:19](C(OC(C)(C)C)=O)[CH2:18][CH2:17]1.FC(F)(F)C(O)=O. (8) Given the product [F:1][C:2]1[C:3]([O:32][CH3:33])=[C:4]([CH:9]([CH2:30][CH3:31])[CH2:10][C:11]([OH:25])([C:26]([F:27])([F:29])[F:28])[CH:12]=[O:39])[CH:5]=[CH:6][C:7]=1[F:8], predict the reactants needed to synthesize it. The reactants are: [F:1][C:2]1[C:3]([O:32][CH3:33])=[C:4]([C@H:9]([CH2:30][CH3:31])[CH2:10][C@@:11]([C:26]([F:29])([F:28])[F:27])([OH:25])[CH:12]=NC2C=CC=C3C=2C=NC(C)=N3)[CH:5]=[CH:6][C:7]=1[F:8].B(Br)(Br)Br.C([O-])(O)=[O:39].[Na+].